From a dataset of NCI-60 drug combinations with 297,098 pairs across 59 cell lines. Regression. Given two drug SMILES strings and cell line genomic features, predict the synergy score measuring deviation from expected non-interaction effect. (1) Cell line: LOX IMVI. Drug 1: C1C(C(OC1N2C=C(C(=O)NC2=O)F)CO)O. Synergy scores: CSS=15.2, Synergy_ZIP=-5.34, Synergy_Bliss=0.224, Synergy_Loewe=-34.6, Synergy_HSA=-1.11. Drug 2: CN1C2=C(C=C(C=C2)N(CCCl)CCCl)N=C1CCCC(=O)O.Cl. (2) Drug 1: CC1=C(C(=O)C2=C(C1=O)N3CC4C(C3(C2COC(=O)N)OC)N4)N. Drug 2: B(C(CC(C)C)NC(=O)C(CC1=CC=CC=C1)NC(=O)C2=NC=CN=C2)(O)O. Cell line: UACC62. Synergy scores: CSS=55.8, Synergy_ZIP=-2.66, Synergy_Bliss=-3.47, Synergy_Loewe=-5.00, Synergy_HSA=-0.143. (3) Drug 1: CS(=O)(=O)CCNCC1=CC=C(O1)C2=CC3=C(C=C2)N=CN=C3NC4=CC(=C(C=C4)OCC5=CC(=CC=C5)F)Cl. Drug 2: CCC1(CC2CC(C3=C(CCN(C2)C1)C4=CC=CC=C4N3)(C5=C(C=C6C(=C5)C78CCN9C7C(C=CC9)(C(C(C8N6C)(C(=O)OC)O)OC(=O)C)CC)OC)C(=O)OC)O.OS(=O)(=O)O. Cell line: RXF 393. Synergy scores: CSS=12.1, Synergy_ZIP=-0.924, Synergy_Bliss=0.487, Synergy_Loewe=0.713, Synergy_HSA=1.67. (4) Drug 1: CC12CCC3C(C1CCC2=O)CC(=C)C4=CC(=O)C=CC34C. Drug 2: CC1CCC2CC(C(=CC=CC=CC(CC(C(=O)C(C(C(=CC(C(=O)CC(OC(=O)C3CCCCN3C(=O)C(=O)C1(O2)O)C(C)CC4CCC(C(C4)OC)O)C)C)O)OC)C)C)C)OC. Cell line: HS 578T. Synergy scores: CSS=58.6, Synergy_ZIP=-4.32, Synergy_Bliss=-7.69, Synergy_Loewe=-5.89, Synergy_HSA=-5.50. (5) Drug 1: CC1C(C(CC(O1)OC2CC(OC(C2O)C)OC3=CC4=CC5=C(C(=O)C(C(C5)C(C(=O)C(C(C)O)O)OC)OC6CC(C(C(O6)C)O)OC7CC(C(C(O7)C)O)OC8CC(C(C(O8)C)O)(C)O)C(=C4C(=C3C)O)O)O)O. Drug 2: CC1=C(C=C(C=C1)C(=O)NC2=CC(=CC(=C2)C(F)(F)F)N3C=C(N=C3)C)NC4=NC=CC(=N4)C5=CN=CC=C5. Cell line: MALME-3M. Synergy scores: CSS=6.13, Synergy_ZIP=0.462, Synergy_Bliss=-0.591, Synergy_Loewe=-23.7, Synergy_HSA=-2.49. (6) Drug 1: C1C(C(OC1N2C=C(C(=O)NC2=O)F)CO)O. Drug 2: C1CCC(C(C1)N)N.C(=O)(C(=O)[O-])[O-].[Pt+4]. Cell line: A498. Synergy scores: CSS=32.0, Synergy_ZIP=-4.81, Synergy_Bliss=-5.46, Synergy_Loewe=-2.96, Synergy_HSA=1.07. (7) Drug 1: C1=NC2=C(N=C(N=C2N1C3C(C(C(O3)CO)O)O)F)N. Drug 2: C1CN1C2=NC(=NC(=N2)N3CC3)N4CC4. Cell line: SF-539. Synergy scores: CSS=52.0, Synergy_ZIP=-1.48, Synergy_Bliss=-4.76, Synergy_Loewe=-24.7, Synergy_HSA=-2.87.